The task is: Predict the reaction yield, written as a fraction of the theoretical maximum amount of product (1.0 means a 100% yield; for example, 0.34 means a 34% yield).. This data is from Reaction yield outcomes from USPTO patents with 853,638 reactions. (1) The reactants are [F:1][C:2]1[C:7]([C:8]([F:11])([F:10])[F:9])=[C:6]([F:12])[CH:5]=[CH:4][C:3]=1[C:13](=O)[CH3:14].BrBr.[NH2:18][C:19]([NH2:21])=[S:20]. The catalyst is C(O)(=O)C.CCCCCC. The product is [F:1][C:2]1[C:7]([C:8]([F:11])([F:10])[F:9])=[C:6]([F:12])[CH:5]=[CH:4][C:3]=1[C:13]1[N:18]=[C:19]([NH2:21])[S:20][CH:14]=1. The yield is 0.760. (2) The yield is 0.880. The product is [CH3:18][Sn:19]([CH3:21])([CH3:20])[C:5]1[S:1][C:2]2=[CH:12][C:11]3[CH:10]=[C:9]([Sn:19]([CH3:21])([CH3:20])[CH3:18])[S:8][C:7]=3[CH:6]=[C:3]2[CH:4]=1. The reactants are [S:1]1[CH:5]=[CH:4][C:3]2=[CH:6][C:7]3[S:8][CH:9]=[CH:10][C:11]=3[CH:12]=[C:2]12.C([Li])(C)(C)C.[CH3:18][Sn:19](Cl)([CH3:21])[CH3:20]. The catalyst is O1CCCC1.